Dataset: Full USPTO retrosynthesis dataset with 1.9M reactions from patents (1976-2016). Task: Predict the reactants needed to synthesize the given product. (1) Given the product [C:15]([C:17]1[C:22]([O:23][S:10]([CH3:13])(=[O:12])=[O:11])=[N:21][C:20]([CH2:24][O:25][CH2:26][C:27]2[CH:32]=[CH:31][C:30]([O:33][CH3:34])=[C:29]([O:35][CH3:36])[CH:28]=2)=[C:19]([CH:18]=1)[C:37]([O:39][CH2:40][CH3:41])=[O:38])#[N:16], predict the reactants needed to synthesize it. The reactants are: CCN(C(C)C)C(C)C.[S:10](Cl)([CH3:13])(=[O:12])=[O:11].[C:15]([C:17]1[C:22](=[O:23])[NH:21][C:20]([CH2:24][O:25][CH2:26][C:27]2[CH:32]=[CH:31][C:30]([O:33][CH3:34])=[C:29]([O:35][CH3:36])[CH:28]=2)=[C:19]([C:37]([O:39][CH2:40][CH3:41])=[O:38])[CH:18]=1)#[N:16].Cl. (2) Given the product [N+:13]([O:12][C@@H:10]([CH3:11])[CH2:9][CH2:8][CH2:7][C:6]([OH:16])=[O:5])([O-:15])=[O:14], predict the reactants needed to synthesize it. The reactants are: C([O:5][C:6](=[O:16])[CH2:7][CH2:8][CH2:9][C@@H:10]([O:12][N+:13]([O-:15])=[O:14])[CH3:11])(C)(C)C. (3) Given the product [F:1][C:2]1[CH:3]=[C:4]([CH:7]=[C:8]([F:11])[C:9]=1[O:10][CH3:12])[CH:5]=[O:6], predict the reactants needed to synthesize it. The reactants are: [F:1][C:2]1[CH:3]=[C:4]([CH:7]=[C:8]([F:11])[C:9]=1[OH:10])[CH:5]=[O:6].[C:12](=O)([O-])[O-].[K+].[K+].IC. (4) Given the product [CH3:26][O:27][C:28]([C:29]1[C:34]([C:12]2[CH:13]=[CH:14][C:9]([CH:6]([CH3:8])[CH3:7])=[CH:10][CH:11]=2)=[CH:33][CH:32]=[C:31]([C:35]([F:38])([F:37])[F:36])[CH:30]=1)=[O:40], predict the reactants needed to synthesize it. The reactants are: [Li]CCCC.[CH:6]([C:9]1[CH:14]=[CH:13][C:12](B(O)O)=[CH:11][CH:10]=1)([CH3:8])[CH3:7].[O-]P([O-])([O-])=O.[K+].[K+].[K+].[CH3:26][O:27][C:28](=[O:40])[C:29]1[CH:34]=[CH:33][CH:32]=[C:31]([C:35]([F:38])([F:37])[F:36])[C:30]=1Cl. (5) Given the product [OH:1][C:2]1[CH:10]=[CH:9][C:5]([C:6]([N:29]2[CH2:28][CH2:27][O:26][C:25]3[N:20]=[CH:21][C:22]([CH3:31])=[CH:23][C:24]2=3)=[O:8])=[CH:4][C:3]=1[C:11]([F:14])([F:13])[F:12], predict the reactants needed to synthesize it. The reactants are: [OH:1][C:2]1[CH:10]=[CH:9][C:5]([C:6]([OH:8])=O)=[CH:4][C:3]=1[C:11]([F:14])([F:13])[F:12].S(Cl)(Cl)=O.C[N:20]1[CH:25]2[O:26][CH2:27][CH2:28][NH:29][C:24]2=[CH:23][CH:22]=[CH:21]1.O.[CH3:31]N(C)C(=O)C. (6) The reactants are: [F:1][C:2]([F:13])([F:12])[C:3]1[N:11]=[C:6]2[CH:7]=[N:8][CH:9]=[CH:10][N:5]2[N:4]=1.C(OCC)(=O)C.CO.ClCCl. Given the product [F:12][C:2]([F:1])([F:13])[C:3]1[N:11]=[C:6]2[CH2:7][NH:8][CH2:9][CH2:10][N:5]2[N:4]=1, predict the reactants needed to synthesize it. (7) Given the product [C:10]([OH:13])(=[O:12])[CH3:11].[Cl:1][C:2]1[S:6][C:5]([CH2:7][NH2:8])=[CH:4][CH:3]=1, predict the reactants needed to synthesize it. The reactants are: [Cl:1][C:2]1[S:6][C:5](/[CH:7]=[N:8]/O)=[CH:4][CH:3]=1.[C:10]([OH:13])(=[O:12])[CH3:11].